This data is from Forward reaction prediction with 1.9M reactions from USPTO patents (1976-2016). The task is: Predict the product of the given reaction. (1) Given the reactants [Cl:1][C:2]1[N:10]=[C:9]2[C:5]([N:6]=[CH:7][N:8]2C2CCCCO2)=[C:4]([NH:17][CH:18]([C:20]2[N:21]([C:32]3[CH:37]=[CH:36][CH:35]=[CH:34][CH:33]=3)[C:22](=[O:31])[C:23]3[C:28]([CH:29]=2)=[CH:27][CH:26]=[CH:25][C:24]=3[CH3:30])[CH3:19])[N:3]=1.C([O-])(O)=O.[Na+], predict the reaction product. The product is: [Cl:1][C:2]1[N:10]=[C:9]2[C:5]([N:6]=[CH:7][NH:8]2)=[C:4]([NH:17][CH:18]([C:20]2[N:21]([C:32]3[CH:37]=[CH:36][CH:35]=[CH:34][CH:33]=3)[C:22](=[O:31])[C:23]3[C:28]([CH:29]=2)=[CH:27][CH:26]=[CH:25][C:24]=3[CH3:30])[CH3:19])[N:3]=1. (2) The product is: [F:7][C:5]([F:6])([C:8]1[CH:13]=[CH:12][C:11]([Cl:14])=[CH:10][N:9]=1)[CH2:4][NH2:1]. Given the reactants [N:1]([CH2:4][C:5]([C:8]1[CH:13]=[CH:12][C:11]([Cl:14])=[CH:10][N:9]=1)([F:7])[F:6])=[N+]=[N-].C1(P(C2C=CC=CC=2)C2C=CC=CC=2)C=CC=CC=1.[OH-].[NH4+].[OH-].[Na+], predict the reaction product. (3) Given the reactants [Br:1]C1C=C2C(C=C(C(O)=O)N2)=CC=1.[Br:14][CH2:15][C:16]1[CH:17]=[C:18]([CH:23]=[CH:24][CH:25]=1)[C:19]([O:21][CH3:22])=[O:20].C([O-])([O-])=O.[K+].[K+], predict the reaction product. The product is: [Br:1][C:25]1[CH:24]=[CH:23][C:18]([C:19]([O:21][CH3:22])=[O:20])=[CH:17][C:16]=1[CH2:15][Br:14]. (4) Given the reactants C(=O)(O)[O-].[Na+].Cl[C:7]([O:9][CH2:10][CH3:11])=[O:8].[Cl:12][C:13]1[C:18]2[CH2:19][O:20][C@:21]3([CH3:26])[C@H:25]([C:17]=2[CH:16]=[CH:15][CH:14]=1)[CH2:24][NH:23][CH2:22]3, predict the reaction product. The product is: [Cl:12][C:13]1[C:18]2[CH2:19][O:20][C@:21]3([CH3:26])[C@H:25]([C:17]=2[CH:16]=[CH:15][CH:14]=1)[CH2:24][N:23]([C:7]([O:9][CH2:10][CH3:11])=[O:8])[CH2:22]3. (5) Given the reactants Br[C:2]1[CH:3]=[C:4]([NH:10][C:11]2[N:19]=[C:18]3[C:14]([NH:15][C:16](=[O:26])[N:17]3[CH:20]3[CH2:25][CH2:24][CH2:23][CH2:22][CH2:21]3)=[CH:13][N:12]=2)[C:5]([O:8][CH3:9])=[N:6][CH:7]=1.CC1(C)C(C)(C)OB([C:35]2[CH:36]=[N:37][NH:38][CH:39]=2)O1.C(=O)([O-])[O-].[Cs+].[Cs+], predict the reaction product. The product is: [CH:20]1([N:17]2[C:16](=[O:26])[NH:15][C:14]3[C:18]2=[N:19][C:11]([NH:10][C:4]2[C:5]([O:8][CH3:9])=[N:6][CH:7]=[C:2]([C:35]4[CH:36]=[N:37][NH:38][CH:39]=4)[CH:3]=2)=[N:12][CH:13]=3)[CH2:25][CH2:24][CH2:23][CH2:22][CH2:21]1. (6) Given the reactants [Cl:1][C:2]1[CH:7]=[CH:6][C:5]([C:8]2[CH:9]=[C:10]([C:20](O)=[O:21])[CH:11]=[N:12][C:13]=2[O:14][CH2:15][C:16]([F:19])([F:18])[F:17])=[CH:4][CH:3]=1.Cl.[CH3:24][O:25][C:26]1[CH:30]=[C:29]([CH2:31][NH2:32])[O:28][N:27]=1, predict the reaction product. The product is: [Cl:1][C:2]1[CH:7]=[CH:6][C:5]([C:8]2[C:13]([O:14][CH2:15][C:16]([F:19])([F:17])[F:18])=[N:12][CH:11]=[C:10]([CH:9]=2)[C:20]([NH:32][CH2:31][C:29]2[O:28][N:27]=[C:26]([O:25][CH3:24])[CH:30]=2)=[O:21])=[CH:4][CH:3]=1. (7) Given the reactants Cl[CH:2]([CH3:6])[C:3](=O)[CH3:4].[CH3:7][O:8][C:9]1[CH:17]=[CH:16][C:12]([C:13]([NH2:15])=[O:14])=[CH:11][CH:10]=1, predict the reaction product. The product is: [CH3:7][O:8][C:9]1[CH:17]=[CH:16][C:12]([C:13]2[O:14][C:2]([CH3:6])=[C:3]([CH3:4])[N:15]=2)=[CH:11][CH:10]=1.